The task is: Predict the product of the given reaction.. This data is from Forward reaction prediction with 1.9M reactions from USPTO patents (1976-2016). Given the reactants [NH2:1][C:2]1[CH:3]=[N:4][CH:5]=[CH:6][C:7]=1[N:8]1[CH2:13][C@H:12]([C:14]([F:17])([F:16])[F:15])[CH2:11][C@H:10]([NH:18][C:19](=[O:25])[O:20][C:21]([CH3:24])([CH3:23])[CH3:22])[CH2:9]1.[C:26]([O:30][C:31]([NH:33][C:34]1[O:42][C:41]2[C:36](=[N:37][CH:38]=[C:39]([C:43]3[CH:44]=[N:45][N:46]([CH3:48])[CH:47]=3)[CH:40]=2)[C:35]=1[C:49](O)=[O:50])=[O:32])([CH3:29])([CH3:28])[CH3:27].CCN(C(C)C)C(C)C.CN(C(ON1N=NC2C=CC=NC1=2)=[N+](C)C)C.F[P-](F)(F)(F)(F)F, predict the reaction product. The product is: [C:26]([O:30][C:31]([NH:33][C:34]1[O:42][C:41]2[C:36](=[N:37][CH:38]=[C:39]([C:43]3[CH:44]=[N:45][N:46]([CH3:48])[CH:47]=3)[CH:40]=2)[C:35]=1[C:49]([NH:1][C:2]1[CH:3]=[N:4][CH:5]=[CH:6][C:7]=1[N:8]1[CH2:13][C@H:12]([C:14]([F:16])([F:15])[F:17])[CH2:11][C@H:10]([NH:18][C:19](=[O:25])[O:20][C:21]([CH3:22])([CH3:24])[CH3:23])[CH2:9]1)=[O:50])=[O:32])([CH3:29])([CH3:27])[CH3:28].